This data is from Forward reaction prediction with 1.9M reactions from USPTO patents (1976-2016). The task is: Predict the product of the given reaction. Given the reactants [Cl:1][C:2]1[CH:7]=[C:6]([N+:8]([O-:10])=[O:9])[CH:5]=[CH:4][C:3]=1[N:11]1[CH2:16][CH2:15][N:14]([C:17]([C:19]2[C:20]([C:25]3[CH:30]=[CH:29][CH:28]=[CH:27][C:26]=3I)=[N:21][O:22][C:23]=2[CH3:24])=[O:18])[CH2:13][CH2:12]1.C(OC([N:39]1[CH:43]=[CH:42][CH:41]=[C:40]1B(O)O)=O)(C)(C)C, predict the reaction product. The product is: [NH:39]1[CH:43]=[CH:42][CH:41]=[C:40]1[C:26]1[CH:27]=[CH:28][CH:29]=[CH:30][C:25]=1[C:20]1[C:19]([C:17]([N:14]2[CH2:15][CH2:16][N:11]([C:3]3[CH:4]=[CH:5][C:6]([N+:8]([O-:10])=[O:9])=[CH:7][C:2]=3[Cl:1])[CH2:12][CH2:13]2)=[O:18])=[C:23]([CH3:24])[O:22][N:21]=1.